The task is: Predict the reactants needed to synthesize the given product.. This data is from Full USPTO retrosynthesis dataset with 1.9M reactions from patents (1976-2016). Given the product [CH3:33][C:30]1[N:31]=[CH:32][C:27]([C:2]#[C:1][C:3]2[CH:4]=[N:5][N:6]3[C:11]([C:12]([F:14])([F:13])[F:15])=[CH:10][C:9]([C:16]4[CH:21]=[CH:20][C:19]([C:22]([F:25])([F:24])[F:23])=[CH:18][CH:17]=4)=[N:8][C:7]=23)=[CH:28][CH:29]=1, predict the reactants needed to synthesize it. The reactants are: [C:1]([C:3]1[CH:4]=[N:5][N:6]2[C:11]([C:12]([F:15])([F:14])[F:13])=[CH:10][C:9]([C:16]3[CH:21]=[CH:20][C:19]([C:22]([F:25])([F:24])[F:23])=[CH:18][CH:17]=3)=[N:8][C:7]=12)#[CH:2].Br[C:27]1[CH:28]=[CH:29][C:30]([CH3:33])=[N:31][CH:32]=1.